Predict the reaction yield, written as a fraction of the theoretical maximum amount of product (1.0 means a 100% yield; for example, 0.34 means a 34% yield). From a dataset of Reaction yield outcomes from USPTO patents with 853,638 reactions. (1) The reactants are [CH2:1]([O:9][C:10]1[CH:15]=[CH:14][C:13]([C:16]2[CH:21]=[CH:20][C:19]([C:22]([OH:24])=[O:23])=[CH:18][CH:17]=2)=[CH:12][CH:11]=1)[CH2:2][CH2:3][CH2:4][CH2:5][CH2:6][CH2:7][CH3:8].[F:25][C:26]1[C:31](O)=[C:30]([F:33])[C:29]([F:34])=[C:28]([F:35])[C:27]=1[F:36].C1(N=C=NC2CCCCC2)CCCCC1. The catalyst is ClCCl. The product is [CH2:1]([O:9][C:10]1[CH:15]=[CH:14][C:13]([C:16]2[CH:21]=[CH:20][C:19]([C:22]([O:24][C:31]3[C:30]([F:33])=[C:29]([F:34])[C:28]([F:35])=[C:27]([F:36])[C:26]=3[F:25])=[O:23])=[CH:18][CH:17]=2)=[CH:12][CH:11]=1)[CH2:2][CH2:3][CH2:4][CH2:5][CH2:6][CH2:7][CH3:8]. The yield is 0.965. (2) The catalyst is CN(C=O)C.O. The yield is 0.950. The reactants are N[C:2]1C=C(I)C=CC=1C(OC)=O.[I:13][C:14]1[CH:22]=[CH:21][C:17]([C:18]([OH:20])=[O:19])=[C:16]([N+:23]([O-:25])=[O:24])[CH:15]=1.C1CCN2C(=NCCC2)CC1.IC. The product is [I:13][C:14]1[CH:22]=[CH:21][C:17]([C:18]([O:20][CH3:2])=[O:19])=[C:16]([N+:23]([O-:25])=[O:24])[CH:15]=1.